From a dataset of Reaction yield outcomes from USPTO patents with 853,638 reactions. Predict the reaction yield, written as a fraction of the theoretical maximum amount of product (1.0 means a 100% yield; for example, 0.34 means a 34% yield). (1) The reactants are [Cl:1][C:2]1[CH:7]=[CH:6][C:5]([S:8]([NH:11][C@@H:12]2[CH2:17][CH2:16][CH2:15][CH2:14][C@@H:13]2[C:18]([NH2:20])=[O:19])(=[O:10])=[O:9])=[CH:4][CH:3]=1.Br[CH2:22][C:23]1[S:24][C:25]([Cl:28])=[CH:26][CH:27]=1. No catalyst specified. The product is [Cl:1][C:2]1[CH:7]=[CH:6][C:5]([S:8]([N:11]([CH2:22][C:23]2[S:24][C:25]([Cl:28])=[CH:26][CH:27]=2)[C@@H:12]2[CH2:17][CH2:16][CH2:15][CH2:14][C@@H:13]2[C:18]([NH2:20])=[O:19])(=[O:9])=[O:10])=[CH:4][CH:3]=1. The yield is 0.380. (2) The reactants are [C:1]([N:4]1[CH2:9][CH2:8][CH:7]([N:10]2[C:23](=[O:24])[C@H:22]([NH:25]C(=O)OCC3C=CC=CC=3)[CH2:21][C:20]3[CH:19]=[CH:18][C:17]4[NH:16][N:15]=[CH:14][C:13]=4[C:12]=3[CH2:11]2)[CH2:6][CH2:5]1)(=[O:3])[CH3:2].C1(OC)C=CC=CC=1.[CH3:44][S:45]([OH:48])(=[O:47])=[O:46]. The catalyst is ClCCl.C(OCC)C. The product is [CH3:44][S:45]([OH:48])(=[O:47])=[O:46].[C:1]([N:4]1[CH2:9][CH2:8][CH:7]([N:10]2[C:23](=[O:24])[C@H:22]([NH2:25])[CH2:21][C:20]3[CH:19]=[CH:18][C:17]4[NH:16][N:15]=[CH:14][C:13]=4[C:12]=3[CH2:11]2)[CH2:6][CH2:5]1)(=[O:3])[CH3:2]. The yield is 1.00. (3) The reactants are [NH:1]1[C:5]2[N:6]=[CH:7][CH:8]=[C:9]([C:10]([O:12]C)=O)[C:4]=2[CH:3]=[CH:2]1.O.[NH2:15][NH2:16].CCO.CO. The catalyst is C(Cl)Cl. The product is [NH:1]1[C:5]2[N:6]=[CH:7][CH:8]=[C:9]([C:10]([NH:15][NH2:16])=[O:12])[C:4]=2[CH:3]=[CH:2]1. The yield is 0.450. (4) The reactants are C([O:3][C:4]([C:6]1([C:9]2[CH:14]=[CH:13][C:12]([C:15]3[CH:20]=[CH:19][C:18]([C:21]4[S:22][C:23]([Cl:39])=[CH:24][C:25]=4[NH:26][C:27]([O:29][C@@H:30]([C:32]4[CH:37]=[CH:36][CH:35]=[CH:34][C:33]=4[F:38])[CH3:31])=[O:28])=[CH:17][C:16]=3[O:40][CH3:41])=[CH:11][CH:10]=2)[CH2:8][CH2:7]1)=[O:5])C.[OH-].[Na+].Cl. The catalyst is C(O)(C)C. The product is [Cl:39][C:23]1[S:22][C:21]([C:18]2[CH:19]=[CH:20][C:15]([C:12]3[CH:13]=[CH:14][C:9]([C:6]4([C:4]([OH:5])=[O:3])[CH2:7][CH2:8]4)=[CH:10][CH:11]=3)=[C:16]([O:40][CH3:41])[CH:17]=2)=[C:25]([NH:26][C:27]([O:29][C@@H:30]([C:32]2[CH:37]=[CH:36][CH:35]=[CH:34][C:33]=2[F:38])[CH3:31])=[O:28])[CH:24]=1. The yield is 0.570. (5) The catalyst is C(#N)C.CN(C)C1C=CN=CC=1. The product is [F:1][C:2]1[CH:7]=[CH:6][CH:5]=[CH:4][C:3]=1[N:8]1[C:16]2[C:11](=[C:12]([N:17]3[CH2:21][CH2:20][N:19]([C:23]([O:25][C:26]([CH3:29])([CH3:28])[CH3:27])=[O:24])[C:18]3=[O:22])[CH:13]=[CH:14][CH:15]=2)[CH:10]=[N:9]1. The reactants are [F:1][C:2]1[CH:7]=[CH:6][CH:5]=[CH:4][C:3]=1[N:8]1[C:16]2[C:11](=[C:12]([N:17]3[CH2:21][CH2:20][NH:19][C:18]3=[O:22])[CH:13]=[CH:14][CH:15]=2)[CH:10]=[N:9]1.[C:23](O[C:23]([O:25][C:26]([CH3:29])([CH3:28])[CH3:27])=[O:24])([O:25][C:26]([CH3:29])([CH3:28])[CH3:27])=[O:24]. The yield is 0.780.